From a dataset of NCI-60 drug combinations with 297,098 pairs across 59 cell lines. Regression. Given two drug SMILES strings and cell line genomic features, predict the synergy score measuring deviation from expected non-interaction effect. (1) Drug 1: CC12CCC3C(C1CCC2=O)CC(=C)C4=CC(=O)C=CC34C. Drug 2: CC(C)NC(=O)C1=CC=C(C=C1)CNNC.Cl. Cell line: BT-549. Synergy scores: CSS=59.3, Synergy_ZIP=3.10, Synergy_Bliss=4.56, Synergy_Loewe=4.16, Synergy_HSA=4.05. (2) Drug 1: C1=NC2=C(N1)C(=S)N=CN2. Drug 2: CN(C(=O)NC(C=O)C(C(C(CO)O)O)O)N=O. Cell line: NCI-H522. Synergy scores: CSS=34.7, Synergy_ZIP=1.31, Synergy_Bliss=3.37, Synergy_Loewe=-45.2, Synergy_HSA=1.26. (3) Drug 1: CCCCCOC(=O)NC1=NC(=O)N(C=C1F)C2C(C(C(O2)C)O)O. Drug 2: CC1C(C(CC(O1)OC2CC(CC3=C2C(=C4C(=C3O)C(=O)C5=C(C4=O)C(=CC=C5)OC)O)(C(=O)CO)O)N)O.Cl. Cell line: HL-60(TB). Synergy scores: CSS=39.3, Synergy_ZIP=-2.20, Synergy_Bliss=-6.24, Synergy_Loewe=-39.3, Synergy_HSA=-6.17.